From a dataset of Experimentally validated miRNA-target interactions with 360,000+ pairs, plus equal number of negative samples. Binary Classification. Given a miRNA mature sequence and a target amino acid sequence, predict their likelihood of interaction. (1) The miRNA is hsa-miR-335-5p with sequence UCAAGAGCAAUAACGAAAAAUGU. The protein sequence of the target gene is MRPRKAFLLLLLLGLVQLLAVAGAEGPDEDSSNRENAIEDEEEEEEEDDDEEEDDLEVKEENGVLVLNDANFDNFVADKDTVLLEFYAPWCGHCKQFAPEYEKIANILKDKDPPIPVAKIDATSASVLASRFDVSGYPTIKILKKGQAVDYEGSRTQEEIVAKVREVSQPDWTPPPEVTLVLTKENFDEVVNDADIILVEFYAPWCGHCKKLAPEYEKAAKELSKRSPPIPLAKVDATAETDLAKRFDVSGYPTLKIFRKGRPYDYNGPREKYGIVDYMIEQSGPPSKEILTLKQVQEFL.... Result: 1 (interaction). (2) The miRNA is hsa-miR-100-5p with sequence AACCCGUAGAUCCGAACUUGUG. The protein sequence of the target gene is MERVNDASCGPSGCYTYQVSRHSTEMLHNLNQQRKNGGRFCDVLLRVGDESFPAHRAVLAACSEYFESVFSAQLGDGGAADGGPADVGGATAAPGGGAGGSRELEMHTISSKVFGDILDFAYTSRIVVRLESFPELMTAAKFLLMRSVIEICQEVIKQSNVQILVPPARADIMLFRPPGTSDLGFPLDMTNGAALAANSNGIAGSMQPEEEAARAAGAAIAGQASLPVLPGVDRLPMVAGPLSPQLLTSPFPSVASSAPPLTGKRGRGRPRKANLLDSMFGSPGGLREAGILPCGLCGKV.... Result: 1 (interaction). (3) The miRNA is hsa-miR-6805-3p with sequence UUGCUCUGCUCCCCCGCCCCCAG. The protein sequence of the target gene is MDQCVTVERELEKVLHKFSGYGQLCERGLEELIDYTGGLKHEILQSHGQDAELSGTLSLVLTQCCKRIKDTVQKLASDHKDIHSSVSRVGKAIDKNFDSDISSVGIDGCWQADSQRLLNEVMVEHFFRQGMLDVAEELCQESGLSVDPSQKEPFVELNRILEALKVRVLRPALEWAVSNREMLIAQNSSLEFKLHRLYFISLLMGGTTNQREALQYAKNFQPFALNHQKDIQVLMGSLVYLRQGIENSPYVHLLDANQWADICDIFTRDACALLGLSVESPLSVSFSAGCVALPALINIK.... Result: 1 (interaction). (4) The miRNA is hsa-miR-6727-3p with sequence UCCUGCCACCUCCUCCGCAG. The protein sequence of the target gene is MGLPALEFSDCCLDSPHFRETLKSHEAELDKTNKFIKELIKDGKSLISALKNLSSAKRKFADSLNEFKFQCIGDAETDDEMCIARSLQEFATVLRNLEDERIRMIENASEVLITPLEKFRKEQIGAAKEAKKKYDKETEKYCGILEKHLNLSSKKKESQLQEADSQVDLVRQHFYEVSLEYVFKVQEVQERKMFEFVEPLLAFLQGLFTFYHHGYELAKDFGDFKTQLTISIQNTRNRFEGTRSEVESLMKKMKENPLEHKTISPYTMEGYLYVQEKRHFGTSWVKHYCTYQRDSKQITM.... Result: 1 (interaction). (5) The protein sequence of the target gene is MAQSLRLHFAARRSNTYPLSETSGDDLDSHVHMCFKRPTRISTSNVVQMKLTPRQTALAPLIKENVQSQERSSVPSSENVNKKSSCLQISLQPTRYSGYLQSSNVLADSDDASFTCILKDGIYSSAVVDNELNAVNDGHLVSSPAICSGSLSNFSTSDNGSYSSNGSDFGSCASITSGGSYTNSVISDSSSYTFPPSDDTFLGGNLPSDSTSNRSVPNRNTTPCEIFSRSTSTDPFVQDDLEHGLEIMKLPVSRNTKIPLKRYSSLVIFPRSPSTTRPTSPTSLCTLLSKGSYQTSHQFI.... The miRNA is mmu-miR-181c-3p with sequence ACCAUCGACCGUUGAGUGGACC. Result: 0 (no interaction). (6) The miRNA is hsa-miR-7160-5p with sequence UGCUGAGGUCCGGGCUGUGCC. The protein sequence of the target gene is MLQDPDSDQPLNSLDVKPLRKPRIPMETFRKVGIPIIIALLSLASIIIVVVLIKVILDKYYFLCGQPLHFIPRKQLCDGELDCPLGEDEEHCVKSFPEGPAVAVRLSKDRSTLQVLDSATGNWFSACFDNFTEALAETACRQMGYSSKPTFRAVEIGPDQDLDVVEITENSQELRMRNSSGPCLSGSLVSLHCLACGKSLKTPRVVGVEEASVDSWPWQVSIQYDKQHVCGGSILDPHWVLTAAHCFRKHTDVFNWKVRAGSDKLGSFPSLAVAKIIIIEFNPMYPKDNDIALMKLQFPL.... Result: 1 (interaction).